From a dataset of Reaction yield outcomes from USPTO patents with 853,638 reactions. Predict the reaction yield, written as a fraction of the theoretical maximum amount of product (1.0 means a 100% yield; for example, 0.34 means a 34% yield). (1) The reactants are [CH:1]1[CH:6]=[N:5][C:4](Cl)=[C:3]([C:8]#[N:9])[CH:2]=1.C1(P(C2C=CC=CC=2)C2C=CC=CC=2)C=CC=CC=1.[CH3:29][Si:30]([C:33]#[CH:34])([CH3:32])[CH3:31]. The catalyst is C(N(CC)CC)C.C([O-])(=O)C.[Pd+2].C([O-])(=O)C. The product is [CH3:29][Si:30]([CH3:32])([CH3:31])[C:33]#[C:34][C:4]1[N:5]=[CH:6][CH:1]=[CH:2][C:3]=1[C:8]#[N:9]. The yield is 0.750. (2) The yield is 0.820. The product is [OH:2][C:3]1[CH:8]=[CH:7][C:6]([P:9](=[O:28])([C:20]2[CH:21]=[CH:22][C:23]([OH:26])=[CH:24][CH:25]=2)[C:10]2[C:19]3[C:14](=[CH:15][CH:16]=[CH:17][CH:18]=3)[CH:13]=[CH:12][CH:11]=2)=[CH:5][CH:4]=1. No catalyst specified. The reactants are C[O:2][C:3]1[CH:8]=[CH:7][C:6]([P:9](=[O:28])([C:20]2[CH:25]=[CH:24][C:23]([O:26]C)=[CH:22][CH:21]=2)[C:10]2[C:19]3[C:14](=[CH:15][CH:16]=[CH:17][CH:18]=3)[CH:13]=[CH:12][CH:11]=2)=[CH:5][CH:4]=1.Br.[Br-].[K+].S([O-])([O-])=O.[Na+].[Na+].CBr.